This data is from Forward reaction prediction with 1.9M reactions from USPTO patents (1976-2016). The task is: Predict the product of the given reaction. (1) Given the reactants O.C1(C)C=CC(S(O)(=O)=O)=CC=1.O1CCCCC1[O:19][C@@H:20]1[CH2:33][C@@H:23]2[O:24][C:25](=[O:32])[CH2:26][CH2:27][CH2:28][CH:29]=[CH:30][CH2:31][C@@H:22]2[C@H:21]1/[CH:34]=[CH:35]/[C@@H:36]([O:49]C1CCCCO1)[CH2:37][O:38][C:39]1[CH:44]=[CH:43][CH:42]=[C:41]([C:45]([F:48])([F:47])[F:46])[CH:40]=1, predict the reaction product. The product is: [OH:19][C@@H:20]1[CH2:33][C@@H:23]2[O:24][C:25](=[O:32])[CH2:26][CH2:27][CH2:28][CH:29]=[CH:30][CH2:31][C@@H:22]2[C@H:21]1/[CH:34]=[CH:35]/[C@@H:36]([OH:49])[CH2:37][O:38][C:39]1[CH:44]=[CH:43][CH:42]=[C:41]([C:45]([F:48])([F:46])[F:47])[CH:40]=1. (2) Given the reactants [Cl:1][C:2]1[C:3]([C:19](=[O:29])[N:20]([CH2:25][CH2:26][CH2:27][CH3:28])[CH2:21][CH2:22][CH2:23][CH3:24])=[N:4][N:5]([C:8]2[CH:16]=[CH:15][C:14]([O:17][CH3:18])=[CH:13][C:9]=2[C:10](O)=[O:11])[C:6]=1[CH3:7].[CH2:30]1[C:39]2[C:34](=[CH:35][CH:36]=[CH:37][CH:38]=2)[CH2:33][C@@H:32]([CH2:40][OH:41])[NH:31]1.C(N=C=NCCCN(C)C)C.OC1C2N=NNC=2C=CC=1.C(N(CC)CC)C, predict the reaction product. The product is: [CH2:25]([N:20]([CH2:21][CH2:22][CH2:23][CH3:24])[C:19]([C:3]1[C:2]([Cl:1])=[C:6]([CH3:7])[N:5]([C:8]2[CH:16]=[CH:15][C:14]([O:17][CH3:18])=[CH:13][C:9]=2[C:10]([N:31]2[C@H:32]([CH2:40][OH:41])[CH2:33][C:34]3[C:39](=[CH:38][CH:37]=[CH:36][CH:35]=3)[CH2:30]2)=[O:11])[N:4]=1)=[O:29])[CH2:26][CH2:27][CH3:28]. (3) Given the reactants [Br:1][C:2]1[CH:9]=[C:8](F)[CH:7]=[CH:6][C:3]=1[C:4]#[N:5].[CH2:11]1[CH2:18][CH:17]([NH2:19])[C:15](=[O:16])[NH:14][CH2:13][CH2:12]1.Cl.CCN(C(C)C)C(C)C.O, predict the reaction product. The product is: [Br:1][C:2]1[CH:9]=[C:8]([NH:19][CH:17]2[CH2:18][CH2:11][CH2:12][CH2:13][NH:14][C:15]2=[O:16])[CH:7]=[CH:6][C:3]=1[C:4]#[N:5]. (4) Given the reactants [OH-].[K+].[Cl:3][C:4]1[CH:5]=[CH:6][CH:7]=[C:8]2[C:12]=1[C:11](=[O:13])[N:10]([C@H:14]1[C:23]3[C:18](=[C:19]([F:28])[CH:20]=[C:21]([C:24]([O:26]C)=[O:25])[CH:22]=3)[O:17][CH2:16][CH2:15]1)[CH2:9]2, predict the reaction product. The product is: [Cl:3][C:4]1[CH:5]=[CH:6][CH:7]=[C:8]2[C:12]=1[C:11](=[O:13])[N:10]([C@H:14]1[C:23]3[C:18](=[C:19]([F:28])[CH:20]=[C:21]([C:24]([OH:26])=[O:25])[CH:22]=3)[O:17][CH2:16][CH2:15]1)[CH2:9]2. (5) Given the reactants [Cl:1][C:2]1[CH:37]=[CH:36][C:5]([CH2:6][N:7]2[C:12](=[N:13][C:14]3[CH:19]=[CH:18][C:17]([O:20][CH:21]([CH3:23])[CH3:22])=[C:16]([F:24])[CH:15]=3)[NH:11][C:10](=[O:25])[N:9]([CH2:26][C:27]3[CH:28]=[N:29][C:30]([O:33]C)=[CH:31][CH:32]=3)[C:8]2=[O:35])=[CH:4][CH:3]=1.[I-].[Na+].C(#N)C.Cl[Si](C)(C)C, predict the reaction product. The product is: [Cl:1][C:2]1[CH:3]=[CH:4][C:5]([CH2:6][N:7]2[C:12](=[N:13][C:14]3[CH:19]=[CH:18][C:17]([O:20][CH:21]([CH3:23])[CH3:22])=[C:16]([F:24])[CH:15]=3)[NH:11][C:10](=[O:25])[N:9]([CH2:26][C:27]3[CH:32]=[CH:31][C:30](=[O:33])[NH:29][CH:28]=3)[C:8]2=[O:35])=[CH:36][CH:37]=1. (6) Given the reactants [CH2:1]([O:8][C:9](=[O:22])[NH:10][C@@H:11]1[CH2:19][C:18]2[C:13](=[CH:14][CH:15]=[C:16]([CH2:20]O)[CH:17]=2)[CH2:12]1)[C:2]1[CH:7]=[CH:6][CH:5]=[CH:4][CH:3]=1.S(Cl)(Cl)=O.C(=O)([O-])[O-].[K+].[K+].[F:33][C:34]([F:43])([F:42])[C:35]1[C:39]([CH2:40][OH:41])=[CH:38][NH:37][N:36]=1, predict the reaction product. The product is: [CH2:1]([O:8][C:9](=[O:22])[NH:10][C@@H:11]1[CH2:19][C:18]2[C:13](=[CH:14][CH:15]=[C:16]([CH2:20][N:37]3[CH:38]=[C:39]([CH2:40][OH:41])[C:35]([C:34]([F:33])([F:42])[F:43])=[N:36]3)[CH:17]=2)[CH2:12]1)[C:2]1[CH:7]=[CH:6][CH:5]=[CH:4][CH:3]=1. (7) Given the reactants [Br:1][C:2]1[CH:10]=[C:9]([F:11])[CH:8]=[C:7]2[C:3]=1[CH:4]=[CH:5][NH:6]2.[H-].[Na+].[N+:14]([C:17]1[CH:22]=[CH:21][C:20]([S:23](Cl)(=[O:25])=[O:24])=[CH:19][CH:18]=1)([O-:16])=[O:15], predict the reaction product. The product is: [Br:1][C:2]1[CH:10]=[C:9]([F:11])[CH:8]=[C:7]2[C:3]=1[CH:4]=[CH:5][N:6]2[S:23]([C:20]1[CH:19]=[CH:18][C:17]([N+:14]([O-:16])=[O:15])=[CH:22][CH:21]=1)(=[O:24])=[O:25].